From a dataset of Full USPTO retrosynthesis dataset with 1.9M reactions from patents (1976-2016). Predict the reactants needed to synthesize the given product. (1) The reactants are: [Cl:1][C:2]1[N:7]=[C:6](Cl)[C:5]([C:9]([F:12])([F:11])[F:10])=[CH:4][N:3]=1.C(O)(=O)C. Given the product [Cl:1][C:2]1[N:3]=[CH:4][C:5]([C:9]([F:12])([F:10])[F:11])=[CH:6][N:7]=1, predict the reactants needed to synthesize it. (2) Given the product [CH3:16][C:2]1([CH3:17])[C:3](=[O:25])[CH:4]=[C:5]([C:7]2[CH:12]=[CH:11][C:10]([N+:13]([O-:15])=[O:14])=[CH:9][CH:8]=2)[O:6]1, predict the reactants needed to synthesize it. The reactants are: O[C:2]([CH3:17])([CH3:16])[C:3]#[C:4][C:5]([C:7]1[CH:12]=[CH:11][C:10]([N+:13]([O-:15])=[O:14])=[CH:9][CH:8]=1)=[O:6].C(NCC)C.C([OH:25])C. (3) Given the product [CH2:1]([O:3][C:4]([C:6]1[CH:7]=[C:8]2[N:13]([C:14]=1[C:15]1[CH:16]=[N:17][N:18]([CH3:20])[CH:19]=1)[CH:12]=[CH:11][C:10]([CH2:21][N:22]1[CH:29]=[C:28]([C:27]([OH:32])([C:26]([F:34])([F:33])[F:25])[CH2:30][CH3:31])[N:24]=[N:23]1)=[CH:9]2)=[O:5])[CH3:2], predict the reactants needed to synthesize it. The reactants are: [CH2:1]([O:3][C:4]([C:6]1[CH:7]=[C:8]2[N:13]([C:14]=1[C:15]1[CH:16]=[N:17][N:18]([CH3:20])[CH:19]=1)[CH:12]=[CH:11][C:10]([CH2:21][N:22]=[N+:23]=[N-:24])=[CH:9]2)=[O:5])[CH3:2].[F:25][C:26]([F:34])([F:33])[C:27]([OH:32])([CH2:30][CH3:31])[C:28]#[CH:29]. (4) Given the product [CH3:1][O:2][C:3](=[O:24])[CH2:4][C:9]1[CH:14]=[C:13]([Cl:15])[CH:12]=[C:11]([O:16][CH2:17][C:18]2[CH:23]=[CH:22][CH:21]=[CH:20][CH:19]=2)[CH:10]=1, predict the reactants needed to synthesize it. The reactants are: [CH3:1][O:2][C:3](=[O:24])[CH:4]([C:9]1[CH:14]=[C:13]([Cl:15])[CH:12]=[C:11]([O:16][CH2:17][C:18]2[CH:23]=[CH:22][CH:21]=[CH:20][CH:19]=2)[CH:10]=1)C(OC)=O.[Cl-].[Li+].O. (5) Given the product [Cl:1][C:2]1[C:3]([N:8]2[C:12]([C:13]([OH:15])=[O:14])=[CH:11][C:10]([O:18][CH2:19][C:20]#[CH:21])=[N:9]2)=[N:4][CH:5]=[CH:6][CH:7]=1, predict the reactants needed to synthesize it. The reactants are: [Cl:1][C:2]1[C:3]([N:8]2[C:12]([C:13]([O:15]CC)=[O:14])=[CH:11][C:10]([O:18][CH2:19][C:20]#[CH:21])=[N:9]2)=[N:4][CH:5]=[CH:6][CH:7]=1.CO.[OH-].[Na+].Cl. (6) The reactants are: C([N:4]1[C@@H:9]([C:10]([O:12][CH3:13])=[O:11])[C@H:8]([C:14]2[CH:19]=[CH:18][C:17]([Cl:20])=[C:16]([Cl:21])[CH:15]=2)[C:7]2[CH:22]=[C:23]([N:25]3[CH2:30][CH2:29][O:28][CH2:27][CH2:26]3)[S:24][C:6]=2[C:5]1=[O:31])C=C. Given the product [Cl:21][C:16]1[CH:15]=[C:14]([C@H:8]2[C@H:9]([C:10]([O:12][CH3:13])=[O:11])[NH:4][C:5](=[O:31])[C:6]3[S:24][C:23]([N:25]4[CH2:30][CH2:29][O:28][CH2:27][CH2:26]4)=[CH:22][C:7]2=3)[CH:19]=[CH:18][C:17]=1[Cl:20], predict the reactants needed to synthesize it. (7) Given the product [ClH:21].[ClH:21].[C:1]12([CH2:11][NH:12][C:13](=[O:14])[C:15]3[C:20]([Cl:21])=[CH:19][N:18]=[C:17]([CH2:22][CH2:23][CH2:24][NH:25][CH2:33][CH2:34][CH2:35][OH:36])[CH:16]=3)[CH2:8][CH:7]3[CH2:9][CH:3]([CH2:4][CH:5]([CH2:6]3)[CH2:10]1)[CH2:2]2, predict the reactants needed to synthesize it. The reactants are: [C:1]12([CH2:11][NH:12][C:13]([C:15]3[C:20]([Cl:21])=[CH:19][N:18]=[C:17]([CH2:22][CH2:23][CH2:24][N:25]([CH2:33][CH2:34][CH2:35][O:36]C4CCCCO4)C(=O)OC(C)(C)C)[CH:16]=3)=[O:14])[CH2:10][CH:5]3[CH2:6][CH:7]([CH2:9][CH:3]([CH2:4]3)[CH2:2]1)[CH2:8]2. (8) Given the product [F:1][C:2]1[CH:3]=[C:4]([N:24]2[CH:28]=[N:27][N:26]=[N:25]2)[CH:5]=[C:6]2[C:10]=1[N:9]([CH2:11][C:12]1[CH:17]=[CH:16][C:15]([CH:18]3[CH2:23][CH2:22][N:21]([C:37]([O:39][CH:40]([CH3:42])[CH3:41])=[O:38])[CH2:20][CH2:19]3)=[CH:14][N:13]=1)[CH:8]=[CH:7]2, predict the reactants needed to synthesize it. The reactants are: [F:1][C:2]1[CH:3]=[C:4]([N:24]2[CH:28]=[N:27][N:26]=[N:25]2)[CH:5]=[C:6]2[C:10]=1[N:9]([CH2:11][C:12]1[CH:17]=[CH:16][C:15]([CH:18]3[CH2:23][CH2:22][NH:21][CH2:20][CH2:19]3)=[CH:14][N:13]=1)[CH:8]=[CH:7]2.C(N(CC)CC)C.Cl[C:37]([O:39][CH:40]([CH3:42])[CH3:41])=[O:38].O. (9) Given the product [Cl:25][CH2:24][CH2:23][CH2:22][N:11]1[CH:12]=[C:7]([C:1]2[CH:2]=[CH:3][CH:4]=[CH:5][CH:6]=2)[C:8](=[O:14])[NH:9][C:10]1=[O:13], predict the reactants needed to synthesize it. The reactants are: [C:1]1([C:7]2[C:8](=[O:14])[NH:9][C:10](=[O:13])[NH:11][CH:12]=2)[CH:6]=[CH:5][CH:4]=[CH:3][CH:2]=1.C([O-])([O-])=O.[K+].[K+].Br[CH2:22][CH2:23][CH2:24][Cl:25].O.